From a dataset of Full USPTO retrosynthesis dataset with 1.9M reactions from patents (1976-2016). Predict the reactants needed to synthesize the given product. (1) Given the product [CH3:8][C:9]1[N:13]([C:25]2[CH:27]=[CH:28][C:22]([F:21])=[CH:23][CH:24]=2)[CH:12]=[N:11][C:10]=1[N+:14]([O-:16])=[O:15], predict the reactants needed to synthesize it. The reactants are: C(OC(=O)C)(=O)C.[CH3:8][C:9]1[NH:13][CH:12]=[N:11][C:10]=1[N+:14]([O-:16])=[O:15].[N+]([O-])(O)=O.[F:21][C:22]1[CH:28]=[CH:27][C:25](N)=[CH:24][CH:23]=1. (2) Given the product [S:1]1[CH:5]=[CH:4][CH:3]=[C:2]1[CH2:6][C:9]1[NH:8][CH:12]=[CH:11][CH:10]=1, predict the reactants needed to synthesize it. The reactants are: [S:1]1[CH:5]=[CH:4][CH:3]=[C:2]1[CH2:6]O.[NH:8]1[CH:12]=[CH:11][CH:10]=[CH:9]1.B(F)(F)F.CCOCC. (3) The reactants are: [CH3:1][NH:2][C:3]1[CH:8]=[CH:7][N:6]=[CH:5][CH:4]=1.C1C=CC2N(O)N=NC=2C=1.CCN(C(C)C)C(C)C.[C:28]([O:32][C:33]([NH:35][CH2:36][C:37]([OH:39])=O)=[O:34])([CH3:31])([CH3:30])[CH3:29].CCN=C=NCCCN(C)C.Cl. Given the product [C:28]([O:32][C:33](=[O:34])[NH:35][CH2:36][C:37](=[O:39])[N:2]([CH3:1])[C:3]1[CH:8]=[CH:7][N:6]=[CH:5][CH:4]=1)([CH3:29])([CH3:30])[CH3:31], predict the reactants needed to synthesize it. (4) Given the product [NH:3]1[CH:4]=[CH:5][N:1]=[C:2]1[CH:6]1[CH:14]([C:13]([NH:30][C:29]2[CH:31]=[CH:32][CH:33]=[C:27]([O:26][CH3:25])[CH:28]=2)=[O:24])[C:15]2[C:16](=[CH:20][CH:21]=[CH:22][CH:23]=2)[C:17](=[O:19])[N:12]1[CH2:11][CH2:10][O:9][CH3:8], predict the reactants needed to synthesize it. The reactants are: [NH:1]1[CH:5]=[CH:4][N:3]=[C:2]1[CH:6]=O.[CH3:8][O:9][CH2:10][CH2:11][NH2:12].[C:13]1(=[O:24])[O:19][C:17](=O)[C:16]2=[CH:20][CH:21]=[CH:22][CH:23]=[C:15]2[CH2:14]1.[CH3:25][O:26][C:27]1[CH:28]=[C:29]([CH:31]=[CH:32][CH:33]=1)[NH2:30]. (5) The reactants are: [Cl:1][CH:2]([C:8](=[O:16])[CH2:9][C:10]1[CH:15]=[CH:14][CH:13]=[CH:12][CH:11]=1)[C:3]([O:5][CH2:6][CH3:7])=[O:4].CC1C=CC(C(C)C)=CC=1.C(N(CC)CC)C.C(O)=O. Given the product [Cl:1][CH:2]([C@H:8]([OH:16])[CH2:9][C:10]1[CH:11]=[CH:12][CH:13]=[CH:14][CH:15]=1)[C:3]([O:5][CH2:6][CH3:7])=[O:4], predict the reactants needed to synthesize it. (6) Given the product [CH3:1][O:2][C:3]1[CH:4]=[C:5]2[C:9](=[CH:10][CH:11]=1)[N:8]([C:12]1[CH:13]=[CH:14][CH:15]=[CH:16][CH:17]=1)[C:7](=[O:24])[CH2:6]2, predict the reactants needed to synthesize it. The reactants are: [CH3:1][O:2][C:3]1[CH:4]=[C:5]2[C:9](=[CH:10][CH:11]=1)[N:8]([C:12]1[CH:17]=[CH:16][CH:15]=[CH:14][CH:13]=1)[CH:7]=[CH:6]2.ClN1C(=[O:24])CCC1=O.P(=O)(O)(O)O. (7) Given the product [CH:1]1([C:4]2[CH:13]=[CH:12][C:7]([C:8]([OH:10])=[O:9])=[C:6]([CH3:14])[CH:5]=2)[CH2:2][CH2:3]1, predict the reactants needed to synthesize it. The reactants are: [CH:1]1([C:4]2[CH:13]=[CH:12][C:7]([C:8]([O:10]C)=[O:9])=[C:6]([CH3:14])[CH:5]=2)[CH2:3][CH2:2]1.[OH-].[Na+].